The task is: Predict the product of the given reaction.. This data is from Forward reaction prediction with 1.9M reactions from USPTO patents (1976-2016). (1) Given the reactants [C:1](=[O:4])([O-])[O-].[K+].[K+].[CH3:7][CH:8]1[CH:12]([CH3:13])[O:11][C:10]([C:14]2([C:20]3[CH:21]=[C:22]([S:26][C:27]4[CH:32]=[CH:31][C:30]([N:33]5[C:37](=O)[NH:36][C:35]([CH3:39])=[N:34]5)=[CH:29][CH:28]=4)[CH:23]=[CH:24][CH:25]=3)[CH2:19][CH2:18][O:17][CH2:16][CH2:15]2)=[N:9]1.CI, predict the reaction product. The product is: [CH3:7][CH:8]1[CH:12]([CH3:13])[O:11][C:10]([C:14]2([C:20]3[CH:21]=[C:22]([S:26][C:27]4[CH:28]=[CH:29][C:30]([N:33]5[C:1](=[O:4])[N:36]([CH3:37])[C:35]([CH3:39])=[N:34]5)=[CH:31][CH:32]=4)[CH:23]=[CH:24][CH:25]=3)[CH2:15][CH2:16][O:17][CH2:18][CH2:19]2)=[N:9]1. (2) Given the reactants [Cl:1][C:2]1[N:7]=[C:6]([C:8]#[N:9])[CH:5]=[CH:4][C:3]=1[O:10]COC.FC1C=C(F)C=CC=1C=O, predict the reaction product. The product is: [ClH:1].[Cl:1][C:2]1[N:7]=[C:6]([C:8]#[N:9])[CH:5]=[CH:4][C:3]=1[OH:10]. (3) Given the reactants [CH3:1][O:2][C:3]([C:5]1[S:6][C:7]([C:26]#[C:27][C:28]([CH3:31])([CH3:30])[CH3:29])=[CH:8][C:9]=1[N:10]([C:17]([C@H:19]1[CH2:24][CH2:23][C@H:22]([CH3:25])[CH2:21][CH2:20]1)=[O:18])[CH:11]1[CH2:16][CH2:15][NH:14][CH2:13][CH2:12]1)=[O:4].C=O.[C:34](O[BH-](OC(=O)C)OC(=O)C)(=O)C.[Na+].O, predict the reaction product. The product is: [CH3:1][O:2][C:3]([C:5]1[S:6][C:7]([C:26]#[C:27][C:28]([CH3:30])([CH3:29])[CH3:31])=[CH:8][C:9]=1[N:10]([C:17]([C@H:19]1[CH2:20][CH2:21][C@H:22]([CH3:25])[CH2:23][CH2:24]1)=[O:18])[CH:11]1[CH2:12][CH2:13][N:14]([CH3:34])[CH2:15][CH2:16]1)=[O:4].